From a dataset of Forward reaction prediction with 1.9M reactions from USPTO patents (1976-2016). Predict the product of the given reaction. (1) Given the reactants [OH:1][C:2]1[C:11]2[C:6](=[N:7][CH:8]=[CH:9][CH:10]=2)[N:5]([CH2:12][CH2:13][CH:14]([CH3:16])[CH3:15])[C:4](=[O:17])[C:3]=1[C:18]1[NH:23][C:22]2[CH:24]=[CH:25][C:26]([NH:28][S:29]([N:32]3CCO[C:33]3=O)(=[O:31])=[O:30])=[CH:27][C:21]=2[S:20](=[O:39])(=[O:38])[N:19]=1.Cl.N[CH2:42][C:43]([NH2:45])=[O:44].C(=O)([O-])[O-].[K+].[K+], predict the reaction product. The product is: [OH:1][C:2]1[C:11]2[C:6](=[N:7][CH:8]=[CH:9][CH:10]=2)[N:5]([CH2:12][CH2:13][CH:14]([CH3:15])[CH3:16])[C:4](=[O:17])[C:3]=1[C:18]1[NH:23][C:22]2[CH:24]=[CH:25][C:26]([NH:28][S:29]([NH:32][CH2:33][CH2:42][C:43]([NH2:45])=[O:44])(=[O:31])=[O:30])=[CH:27][C:21]=2[S:20](=[O:39])(=[O:38])[N:19]=1. (2) Given the reactants [CH3:1][C@@H:2]1[C@H:6]([CH3:7])[O:5][C:4]([C:8]2[NH:12][C:11]([C:13]3[CH:14]=[C:15]([CH:27]=[C:28]([O:30][C@@H:31]([CH3:35])[CH2:32][O:33]C)[CH:29]=3)[O:16][C:17]3[CH:18]=[CH:19][C:20]([S:23]([CH3:26])(=[O:25])=[O:24])=[N:21][CH:22]=3)=[CH:10][CH:9]=2)=[N:3]1.B(Br)(Br)Br.C(=O)([O-])O.[Na+], predict the reaction product. The product is: [CH3:1][C@@H:2]1[C@H:6]([CH3:7])[O:5][C:4]([C:8]2[NH:12][C:11]([C:13]3[CH:29]=[C:28]([CH:27]=[C:15]([O:16][C:17]4[CH:22]=[N:21][C:20]([S:23]([CH3:26])(=[O:25])=[O:24])=[CH:19][CH:18]=4)[CH:14]=3)[O:30][C@@H:31]([CH3:35])[CH2:32][OH:33])=[CH:10][CH:9]=2)=[N:3]1. (3) Given the reactants [Br:1][C:2]1[CH:10]=[CH:9][C:5]([C:6](O)=[O:7])=[C:4]([Cl:11])[CH:3]=1.C(Cl)(=O)C(Cl)=O.[CH2:18]([N:20](CC)[CH2:21]C)C.CNC, predict the reaction product. The product is: [Br:1][C:2]1[CH:10]=[CH:9][C:5]([C:6]([N:20]([CH3:21])[CH3:18])=[O:7])=[C:4]([Cl:11])[CH:3]=1.